From a dataset of Peptide-MHC class I binding affinity with 185,985 pairs from IEDB/IMGT. Regression. Given a peptide amino acid sequence and an MHC pseudo amino acid sequence, predict their binding affinity value. This is MHC class I binding data. (1) The peptide sequence is MGMEQTMSV. The MHC is HLA-B15:01 with pseudo-sequence HLA-B15:01. The binding affinity (normalized) is 0.0847. (2) The peptide sequence is EFSRSILWDY. The MHC is HLA-A26:01 with pseudo-sequence HLA-A26:01. The binding affinity (normalized) is 0.145. (3) The peptide sequence is VLLDYGLHGL. The MHC is HLA-A02:01 with pseudo-sequence HLA-A02:01. The binding affinity (normalized) is 0.974. (4) The peptide sequence is ITYGSVSWR. The MHC is HLA-A03:01 with pseudo-sequence HLA-A03:01. The binding affinity (normalized) is 0.619. (5) The MHC is HLA-B14:02 with pseudo-sequence HLA-B14:02. The binding affinity (normalized) is 0.763. The peptide sequence is AAYARAAAL. (6) The peptide sequence is RESIVCYFM. The MHC is HLA-B15:01 with pseudo-sequence HLA-B15:01. The binding affinity (normalized) is 0.213.